From a dataset of Full USPTO retrosynthesis dataset with 1.9M reactions from patents (1976-2016). Predict the reactants needed to synthesize the given product. (1) Given the product [NH2:26][C:16]1[C:15]([C@H:10]2[CH2:11][CH2:12][CH2:13][CH2:14][C@@H:9]2[O:8][C:7]2[CH:6]=[CH:5][C:4]([S:29]([NH:32][C:33]3[CH:38]=[CH:37][N:36]=[CH:35][N:34]=3)(=[O:31])=[O:30])=[C:3]([F:50])[C:2]=2[Cl:1])=[CH:19][NH:18][N:17]=1, predict the reactants needed to synthesize it. The reactants are: [Cl:1][C:2]1[C:3]([F:50])=[C:4]([S:29]([N:32](CC2C=CC(OC)=CC=2OC)[C:33]2[CH:38]=[CH:37][N:36]=[CH:35][N:34]=2)(=[O:31])=[O:30])[CH:5]=[CH:6][C:7]=1[O:8][C@H:9]1[CH2:14][CH2:13][CH2:12][CH2:11][C@@H:10]1[C:15]1[C:16]([N+:26]([O-])=O)=[N:17][N:18](C2CCCCO2)[CH:19]=1.C([SiH](CC)CC)C.FC(F)(F)C(O)=O.ClCCl. (2) Given the product [Cl:1][C:2]1[CH:3]=[CH:4][C:5]([S:8]([N:11]([CH2:18][CH3:19])[C:12]2([C:15]([NH:47][CH2:46][C:44]3[CH:43]=[CH:42][N:41]=[C:40]([C:37]4[CH:36]=[CH:35][C:34]([O:33][C:32]([F:49])([F:31])[F:48])=[CH:39][CH:38]=4)[CH:45]=3)=[O:16])[CH2:14][CH2:13]2)(=[O:10])=[O:9])=[CH:6][CH:7]=1, predict the reactants needed to synthesize it. The reactants are: [Cl:1][C:2]1[CH:7]=[CH:6][C:5]([S:8]([N:11]([CH2:18][CH3:19])[C:12]2([C:15](O)=[O:16])[CH2:14][CH2:13]2)(=[O:10])=[O:9])=[CH:4][CH:3]=1.CCOC(OC(OCC)=O)=O.[F:31][C:32]([F:49])([F:48])[O:33][C:34]1[CH:39]=[CH:38][C:37]([C:40]2[CH:45]=[C:44]([CH2:46][NH2:47])[CH:43]=[CH:42][N:41]=2)=[CH:36][CH:35]=1. (3) Given the product [OH:1][CH2:2][C:3]1[C:12]([C:13]2[CH:18]=[CH:17][CH:16]=[CH:15][C:14]=2[O:19][S:32]([C:31]([F:37])([F:36])[F:30])(=[O:34])=[O:33])=[CH:11][CH:10]=[C:9]2[C:4]=1[C:5]([CH3:22])=[CH:6][C:7]([CH3:21])([CH3:20])[NH:8]2, predict the reactants needed to synthesize it. The reactants are: [OH:1][CH2:2][C:3]1[C:12]([C:13]2[CH:18]=[CH:17][CH:16]=[CH:15][C:14]=2[OH:19])=[CH:11][CH:10]=[C:9]2[C:4]=1[C:5]([CH3:22])=[CH:6][C:7]([CH3:21])([CH3:20])[NH:8]2.C(N(CC)CC)C.[F:30][C:31]([F:37])([F:36])[S:32](Cl)(=[O:34])=[O:33].